From a dataset of Catalyst prediction with 721,799 reactions and 888 catalyst types from USPTO. Predict which catalyst facilitates the given reaction. Product: [Br:1][C:2]1[CH:7]=[CH:6][C:5]([CH2:8][NH:9][C:19](=[O:20])[O:18][CH3:17])=[CH:4][CH:3]=1. The catalyst class is: 4. Reactant: [Br:1][C:2]1[CH:7]=[CH:6][C:5]([CH2:8][NH2:9])=[CH:4][CH:3]=1.C(N(CC)CC)C.[CH3:17][O:18][C:19](Cl)=[O:20].